Dataset: Forward reaction prediction with 1.9M reactions from USPTO patents (1976-2016). Task: Predict the product of the given reaction. (1) Given the reactants [CH2:1]([N:3]([CH:13]1[CH2:18][CH2:17][O:16][CH2:15][CH2:14]1)[C:4]1[S:8][C:7]([C:9]([O:11]C)=[O:10])=[CH:6][CH:5]=1)[CH3:2].[Li+].[OH-], predict the reaction product. The product is: [CH2:1]([N:3]([CH:13]1[CH2:18][CH2:17][O:16][CH2:15][CH2:14]1)[C:4]1[S:8][C:7]([C:9]([OH:11])=[O:10])=[CH:6][CH:5]=1)[CH3:2]. (2) Given the reactants [H-].[Al+3].[Li+].[H-].[H-].[H-].[Cl-].C([O:10][C:11](=O)[CH:12]([NH3+:18])[CH2:13][C:14]([F:17])([F:16])[F:15])C.O.[OH-].[Na+], predict the reaction product. The product is: [NH2:18][CH:12]([CH2:13][C:14]([F:17])([F:16])[F:15])[CH2:11][OH:10]. (3) Given the reactants [S:1]([Cl:5])(Cl)(=[O:3])=[O:2].[CH3:6][C:7]1[S:11][C:10]2[CH:12]=[CH:13][CH:14]=[CH:15][C:9]=2[CH:8]=1, predict the reaction product. The product is: [CH3:6][C:7]1[S:11][C:10]2[CH:12]=[CH:13][CH:14]=[CH:15][C:9]=2[C:8]=1[S:1]([Cl:5])(=[O:3])=[O:2]. (4) Given the reactants [CH2:1]([C:3]1[N:4]([CH2:9][CH2:10][NH2:11])[CH:5]=[C:6]([I:8])[N:7]=1)[CH3:2].[F:12][C:13]1[CH:14]=[C:15]([CH2:20][CH2:21][CH:22]=O)[CH:16]=[CH:17][C:18]=1[CH3:19], predict the reaction product. The product is: [CH2:1]([C:3]1[N:4]2[CH2:9][CH2:10][NH:11][CH:22]([CH2:21][CH2:20][C:15]3[CH:16]=[CH:17][C:18]([CH3:19])=[C:13]([F:12])[CH:14]=3)[C:5]2=[C:6]([I:8])[N:7]=1)[CH3:2]. (5) Given the reactants [C:1]([O:8][CH3:9])(=[O:7])[CH2:2][C:3]([O:5][CH3:6])=[O:4].C(=O)([O-])[O-].[K+].[K+].F[C:17]1[CH:22]=[C:21]([F:23])[CH:20]=[CH:19][C:18]=1[N+:24]([O-:26])=[O:25].Cl, predict the reaction product. The product is: [CH3:6][O:5][C:3](=[O:4])[CH:2]([C:17]1[CH:22]=[C:21]([F:23])[CH:20]=[CH:19][C:18]=1[N+:24]([O-:26])=[O:25])[C:1]([O:8][CH3:9])=[O:7]. (6) Given the reactants [NH:1]1[CH2:6][CH2:5][CH:4]([O:7][C:8]2[CH:16]=[CH:15][C:14]3[N:13]4[CH2:17][CH2:18][NH:19][C:20](=[O:21])[C:12]4=[CH:11][C:10]=3[CH:9]=2)[CH2:3][CH2:2]1.[CH:22]1([CH:25]=O)[CH2:24][CH2:23]1.C(O)(=O)C.C([BH3-])#N.[Na+].C(=O)(O)[O-].[Na+], predict the reaction product. The product is: [CH:22]1([CH2:25][N:1]2[CH2:2][CH2:3][CH:4]([O:7][C:8]3[CH:16]=[CH:15][C:14]4[N:13]5[CH2:17][CH2:18][NH:19][C:20](=[O:21])[C:12]5=[CH:11][C:10]=4[CH:9]=3)[CH2:5][CH2:6]2)[CH2:24][CH2:23]1. (7) Given the reactants [F:1][C:2]1[CH:3]=[CH:4][C:5]([C:8]2[N:12]=[N:11][N:10]([CH3:13])[C:9]=2[CH2:14][O:15][C:16]2[CH:24]=[CH:23][C:19]([C:20]([OH:22])=O)=[CH:18][N:17]=2)=[N:6][CH:7]=1.[NH2:25][C:26]([CH3:30])([CH3:29])[CH2:27][OH:28], predict the reaction product. The product is: [F:1][C:2]1[CH:3]=[CH:4][C:5]([C:8]2[N:12]=[N:11][N:10]([CH3:13])[C:9]=2[CH2:14][O:15][C:16]2[CH:24]=[CH:23][C:19]([C:20]([NH:25][C:26]([CH3:30])([CH3:29])[CH2:27][OH:28])=[O:22])=[CH:18][N:17]=2)=[N:6][CH:7]=1.